Dataset: Full USPTO retrosynthesis dataset with 1.9M reactions from patents (1976-2016). Task: Predict the reactants needed to synthesize the given product. (1) Given the product [CH3:35][O:34][P:30]([C:26]1[CH:25]=[C:24]2[C:29](=[CH:28][CH:27]=1)[NH:21][N:22]=[C:23]2[C:2]1[S:1][CH:5]=[CH:4][CH:3]=1)(=[O:31])[O:32][CH3:33], predict the reactants needed to synthesize it. The reactants are: [S:1]1[CH:5]=[CH:4][CH:3]=[C:2]1B(O)O.C(=O)(O)[O-].[Na+].C(OC([N:21]1[C:29]2[C:24](=[CH:25][C:26]([P:30]([O:34][CH3:35])([O:32][CH3:33])=[O:31])=[CH:27][CH:28]=2)[C:23](I)=[N:22]1)=O)(C)(C)C. (2) Given the product [NH:8]1[C:9]2[C:14](=[CH:13][CH:12]=[CH:11][CH:10]=2)[CH:6]=[CH:7]1, predict the reactants needed to synthesize it. The reactants are: C(OC([C:6]1[C:14]2[C:9](=[CH:10][CH:11]=[CH:12][CH:13]=2)[NH:8][CH:7]=1)=O)C.C(Br)C1C=CC=CC=1.C(OC(=O)CCC1N=C(N)SC=1)C. (3) Given the product [CH2:27]=[CH:26][C:7]1[CH:8]=[CH:9][CH:10]=[CH:11][CH:6]=1.[CH2:30]=[CH:31][C:32](=[CH2:33])[CH3:37].[CH2:30]=[CH:31][C:32]1[CH:37]=[CH:36][CH:35]=[CH:34][CH:33]=1, predict the reactants needed to synthesize it. The reactants are: C(O[C:6]1[C:11](C[C:11]2[CH:10]=[C:9](C)[CH:8]=[C:7]([C:26](C)(C)[CH3:27])[C:6]=2O)=[CH:10][C:9](C)=[CH:8][C:7]=1[C:26](C)(C)[CH3:27])(=O)C=C.[CH2:30]=[CH:31][C:32]1[CH:37]=[CH:36][CH:35]=[CH:34][CH:33]=1.C=CC(=C)C. (4) The reactants are: [F:1][C:2]1[CH:7]=[CH:6][C:5]([C:8]2[CH:13]=[C:12]([CH:14]([CH3:16])[CH3:15])[N:11]=[C:10]([NH:17][CH3:18])[N:9]=2)=[CH:4][CH:3]=1.[I-:19]. Given the product [F:1][C:2]1[CH:3]=[CH:4][C:5]([C:8]2[C:13]([I:19])=[C:12]([CH:14]([CH3:16])[CH3:15])[N:11]=[C:10]([NH:17][CH3:18])[N:9]=2)=[CH:6][CH:7]=1, predict the reactants needed to synthesize it.